From a dataset of Catalyst prediction with 721,799 reactions and 888 catalyst types from USPTO. Predict which catalyst facilitates the given reaction. (1) Reactant: [CH3:1][S:2]([NH:5][C:6]1[CH:17]=[CH:16][C:9]2[S:10][C:11]([C:13]([OH:15])=O)=[CH:12][C:8]=2[CH:7]=1)(=[O:4])=[O:3].[NH2:18][C:19]1[CH:20]=[C:21]([C:25]([C:28]2[CH:29]=[C:30]([CH:33]=[CH:34][CH:35]=2)[C:31]#[N:32])([CH3:27])[CH3:26])[CH:22]=[CH:23][CH:24]=1.CN(C(ON1N=NC2C=CC=NC1=2)=[N+](C)C)C.F[P-](F)(F)(F)(F)F.CCN(C(C)C)C(C)C. Product: [C:31]([C:30]1[CH:29]=[C:28]([C:25]([C:21]2[CH:20]=[C:19]([NH:18][C:13]([C:11]3[S:10][C:9]4[CH:16]=[CH:17][C:6]([NH:5][S:2]([CH3:1])(=[O:3])=[O:4])=[CH:7][C:8]=4[CH:12]=3)=[O:15])[CH:24]=[CH:23][CH:22]=2)([CH3:27])[CH3:26])[CH:35]=[CH:34][CH:33]=1)#[N:32]. The catalyst class is: 3. (2) Reactant: Br[CH2:2][CH2:3][NH:4][C:5](=[O:11])[O:6][C:7]([CH3:10])([CH3:9])[CH3:8].[CH3:12][O:13][CH2:14][CH2:15][NH2:16].C(N(CC)C(C)C)(C)C. Product: [CH3:12][O:13][CH2:14][CH2:15][NH:16][CH2:2][CH2:3][NH:4][C:5](=[O:11])[O:6][C:7]([CH3:10])([CH3:9])[CH3:8]. The catalyst class is: 10. (3) The catalyst class is: 552. Product: [CH:9]([O:8][C:6]1[C:5]([N+:12]([O-:14])=[O:13])=[CH:4][C:3]([CH3:15])=[C:2]([C:19]2[CH:20]=[CH:21][N:16]=[CH:17][CH:18]=2)[CH:7]=1)([CH3:11])[CH3:10]. Reactant: Br[C:2]1[CH:7]=[C:6]([O:8][CH:9]([CH3:11])[CH3:10])[C:5]([N+:12]([O-:14])=[O:13])=[CH:4][C:3]=1[CH3:15].[N:16]1[CH:21]=[CH:20][C:19](B(O)O)=[CH:18][CH:17]=1.C1(P(C2CCCCC2)C2C=CC=CC=2C2C(OC)=CC=CC=2OC)CCCCC1.P([O-])([O-])([O-])=O.[K+].[K+].[K+]. (4) Reactant: FC(F)(C[CH2:18][CH2:19][N:20]1C(=O)C=CC1=O)C(F)(F)C(F)(C1C=CC=CC=1)C([O-])=O.[C:28](=O)([O:36][C:37]1[CH:42]=CC=CN=1)[O:29][C:30]1[CH:35]=CC=CN=1. Product: [NH2:20][CH2:19][CH2:18][CH:28]([O:29][CH2:30][CH3:35])[O:36][CH2:37][CH3:42]. The catalyst class is: 158. (5) Reactant: [H-].[K+].Cl[C:4]1[CH:9]=[C:8]([O:10][C:11]2[CH:16]=[CH:15][C:14]([NH:17]C(=O)CC(NC3C=CC(F)=CC=3)=O)=[CH:13][C:12]=2[F:31])[CH:7]=[CH:6][N:5]=1.ClC1C=CN=CC=1. Product: [F:31][C:12]1[CH:13]=[C:14]([NH2:17])[CH:15]=[CH:16][C:11]=1[O:10][C:8]1[CH:9]=[CH:4][N:5]=[CH:6][CH:7]=1. The catalyst class is: 3.